Dataset: Forward reaction prediction with 1.9M reactions from USPTO patents (1976-2016). Task: Predict the product of the given reaction. (1) Given the reactants C1(Cl)C(=O)C(Cl)=C(Cl)C(=O)C=1Cl.[CH2:13]([C:16]1[C:37]2[CH2:36][C:35]3[C:22](=[C:23]([CH2:53][CH2:54][CH3:55])[C:24]4[C:33]([C:34]=3[CH2:38][CH2:39][CH3:40])=[CH:32][C:31]3[C:26](=[C:27]([CH2:50][CH2:51][CH3:52])[C:28]([CH2:47][CH2:48][CH3:49])=[C:29]([CH2:44][CH2:45][CH3:46])[C:30]=3[CH2:41][CH2:42][CH3:43])[CH:25]=4)[CH2:21][C:20]=2[C:19]([CH2:56][CH2:57][CH3:58])=[C:18]([C:59]([O:61][CH3:62])=[O:60])[C:17]=1[C:63]([O:65][CH3:66])=[O:64])[CH2:14][CH3:15], predict the reaction product. The product is: [CH2:13]([C:16]1[C:37]2[C:20](=[CH:21][C:22]3[C:35]([CH:36]=2)=[C:34]([CH2:38][CH2:39][CH3:40])[C:33]2[C:24](=[CH:25][C:26]4[C:31]([CH:32]=2)=[C:30]([CH2:41][CH2:42][CH3:43])[C:29]([CH2:44][CH2:45][CH3:46])=[C:28]([CH2:47][CH2:48][CH3:49])[C:27]=4[CH2:50][CH2:51][CH3:52])[C:23]=3[CH2:53][CH2:54][CH3:55])[C:19]([CH2:56][CH2:57][CH3:58])=[C:18]([C:59]([O:61][CH3:62])=[O:60])[C:17]=1[C:63]([O:65][CH3:66])=[O:64])[CH2:14][CH3:15]. (2) Given the reactants [F:1][C:2]1[C:7]([N:8]2[CH2:13][CH2:12][O:11][CH2:10][CH2:9]2)=[CH:6][C:5]([N:14]2[CH2:18][C@H:17]([CH2:19][NH:20][C:21](=[O:23])[CH3:22])[O:16][C:15]2=[O:24])=[C:4]([N+:25]([O-])=O)[CH:3]=1.[H][H], predict the reaction product. The product is: [NH2:25][C:4]1[CH:3]=[C:2]([F:1])[C:7]([N:8]2[CH2:13][CH2:12][O:11][CH2:10][CH2:9]2)=[CH:6][C:5]=1[N:14]1[CH2:18][C@H:17]([CH2:19][NH:20][C:21](=[O:23])[CH3:22])[O:16][C:15]1=[O:24]. (3) Given the reactants [F:1][C:2]1[CH:7]=[C:6]([F:8])[CH:5]=[CH:4][C:3]=1[C:9]1([C:12]([F:21])([F:20])[C:13]2[N:18]=[CH:17][C:16]([OH:19])=[CH:15][CH:14]=2)[CH2:11][O:10]1.[Cl:22][C:23]1[CH:24]=[CH:25][C:26](F)=[N:27][CH:28]=1.C(=O)([O-])[O-].[Cs+].[Cs+].N#N, predict the reaction product. The product is: [Cl:22][C:23]1[CH:24]=[CH:25][C:26]([O:19][C:16]2[CH:17]=[N:18][C:13]([C:12]([C:9]3([C:3]4[CH:4]=[CH:5][C:6]([F:8])=[CH:7][C:2]=4[F:1])[CH2:11][O:10]3)([F:20])[F:21])=[CH:14][CH:15]=2)=[N:27][CH:28]=1. (4) Given the reactants [N:1]1([CH2:6][CH2:7][CH2:8][O:9][C:10]2[CH:15]=[CH:14][C:13]([C:16]3([CH2:22][NH2:23])[CH2:21][CH2:20][O:19][CH2:18][CH2:17]3)=[CH:12][CH:11]=2)[CH2:5][CH2:4][CH2:3][CH2:2]1.F[C:25]1[CH:30]=[CH:29][CH:28]=[CH:27][C:26]=1[N+:31]([O-:33])=[O:32].C(=O)([O-])[O-].[K+].[K+], predict the reaction product. The product is: [N+:31]([C:26]1[CH:27]=[CH:28][CH:29]=[CH:30][C:25]=1[NH:23][CH2:22][C:16]1([C:13]2[CH:14]=[CH:15][C:10]([O:9][CH2:8][CH2:7][CH2:6][N:1]3[CH2:5][CH2:4][CH2:3][CH2:2]3)=[CH:11][CH:12]=2)[CH2:17][CH2:18][O:19][CH2:20][CH2:21]1)([O-:33])=[O:32]. (5) Given the reactants C([O:3][C:4](=[O:40])[CH2:5][CH2:6][CH2:7][O:8][C:9]1[CH:14]=[CH:13][CH:12]=[C:11]([CH2:15][CH2:16][CH2:17][CH2:18][CH2:19][CH2:20][O:21][C:22]2[CH:27]=[C:26]([S:28]([CH3:31])(=[O:30])=[O:29])[CH:25]=[C:24]([I:32])[CH:23]=2)[C:10]=1[CH2:33][CH2:34][C:35]([O:37]CC)=[O:36])C.[OH-].[Na+], predict the reaction product. The product is: [C:35]([CH2:34][CH2:33][C:10]1[C:11]([CH2:15][CH2:16][CH2:17][CH2:18][CH2:19][CH2:20][O:21][C:22]2[CH:27]=[C:26]([S:28]([CH3:31])(=[O:30])=[O:29])[CH:25]=[C:24]([I:32])[CH:23]=2)=[CH:12][CH:13]=[CH:14][C:9]=1[O:8][CH2:7][CH2:6][CH2:5][C:4]([OH:40])=[O:3])([OH:37])=[O:36]. (6) The product is: [Cl:20][C:21]1[N:26]=[C:25]([C:7]2[CH:6]=[N:5][N:4]([CH2:3][C:2]([CH3:1])([OH:19])[CH3:18])[CH:8]=2)[CH:24]=[CH:23][N:22]=1. Given the reactants [CH3:1][C:2]([OH:19])([CH3:18])[CH2:3][N:4]1[CH:8]=[C:7](B2OC(C)(C)C(C)(C)O2)[CH:6]=[N:5]1.[Cl:20][C:21]1[N:26]=[C:25](Cl)[CH:24]=[CH:23][N:22]=1.P([O-])([O-])([O-])=O.[K+].[K+].[K+].C1COCC1, predict the reaction product. (7) Given the reactants [Br:1][C:2]1[CH:12]=[CH:11][C:5]([CH2:6][NH:7][CH:8]2[CH2:10][CH2:9]2)=[C:4]([CH3:13])[CH:3]=1.[CH2:14](I)[CH3:15].C([O-])([O-])=O.[K+].[K+], predict the reaction product. The product is: [Br:1][C:2]1[CH:12]=[CH:11][C:5]([CH2:6][N:7]([CH:8]2[CH2:9][CH2:10]2)[CH2:14][CH3:15])=[C:4]([CH3:13])[CH:3]=1. (8) Given the reactants C(OC([N:8]1[CH2:13][CH2:12][CH:11]([N:14]2[CH:18]=[C:17]([C:19](=[O:60])[NH:20][C:21]3[C:29]4[C:24](=[CH:25][CH:26]=[C:27]([S:30]([C:33]5[CH:38]=[C:37]([F:39])[CH:36]=[C:35]([F:40])[CH:34]=5)(=[O:32])=[O:31])[CH:28]=4)[N:23](C(C4C=CC=CC=4)(C4C=CC=CC=4)C4C=CC=CC=4)[N:22]=3)[CH:16]=[N:15]2)[CH2:10][CH2:9]1)=O)(C)(C)C.Cl.CO, predict the reaction product. The product is: [F:40][C:35]1[CH:34]=[C:33]([S:30]([C:27]2[CH:28]=[C:29]3[C:24](=[CH:25][CH:26]=2)[NH:23][N:22]=[C:21]3[NH:20][C:19]([C:17]2[CH:16]=[N:15][N:14]([CH:11]3[CH2:12][CH2:13][NH:8][CH2:9][CH2:10]3)[CH:18]=2)=[O:60])(=[O:31])=[O:32])[CH:38]=[C:37]([F:39])[CH:36]=1. (9) Given the reactants Cl.Cl.[O:3]1[C:7]2[CH:8]=[CH:9][CH:10]=[C:11]([CH:12]3[CH2:17][CH2:16][N:15]([CH2:18][CH2:19][C@H:20]4[CH2:25][CH2:24][C@H:23]([NH2:26])[CH2:22][CH2:21]4)[CH2:14][CH2:13]3)[C:6]=2[CH2:5][CH2:4]1.[O:27]=[S:28]1(=[O:43])[CH2:33][CH2:32][N:31]([C:34]2[CH:42]=[CH:41][C:37]([C:38](O)=[O:39])=[CH:36][CH:35]=2)[CH2:30][CH2:29]1, predict the reaction product. The product is: [O:3]1[C:7]2[CH:8]=[CH:9][CH:10]=[C:11]([CH:12]3[CH2:17][CH2:16][N:15]([CH2:18][CH2:19][C@H:20]4[CH2:21][CH2:22][C@H:23]([NH:26][C:38](=[O:39])[C:37]5[CH:41]=[CH:42][C:34]([N:31]6[CH2:30][CH2:29][S:28](=[O:43])(=[O:27])[CH2:33][CH2:32]6)=[CH:35][CH:36]=5)[CH2:24][CH2:25]4)[CH2:14][CH2:13]3)[C:6]=2[CH2:5][CH2:4]1. (10) Given the reactants [C:1]([C:3]1[CH:4]=[N:5][N:6]2[C:11](=[O:12])[C:10]([CH2:13][CH3:14])=[C:9]([C:15]([O:17]CC)=[O:16])[NH:8][C:7]=12)#[N:2].[Li+].[OH-], predict the reaction product. The product is: [C:1]([C:3]1[CH:4]=[N:5][N:6]2[C:11](=[O:12])[C:10]([CH2:13][CH3:14])=[C:9]([C:15]([OH:17])=[O:16])[NH:8][C:7]=12)#[N:2].